This data is from KCNQ2 potassium channel screen with 302,405 compounds. The task is: Binary Classification. Given a drug SMILES string, predict its activity (active/inactive) in a high-throughput screening assay against a specified biological target. (1) The compound is Clc1c(S(=O)(=O)N2CCCC2)cc(C(=O)N2CCC(CC2)C(OCC)=O)cc1. The result is 0 (inactive). (2) The drug is O=C(N1CCC(n2nccc2NC(=O)c2ccc(OC)cc2)CC1)CCC=C. The result is 0 (inactive). (3) The molecule is O=C(NC)C(=O)N\N=C\c1cccnc1. The result is 0 (inactive). (4) The compound is OC(P(=O)(CC)c1ccccc1)(C)C. The result is 0 (inactive). (5) The molecule is S(=O)(=O)(N1CCC(CC1)C(=O)Nc1cc(OC)c(OC)c(OC)c1)c1cccnc1. The result is 0 (inactive). (6) The molecule is S(=O)(=O)(N(c1ccccc1)C)c1cc(NC(=O)CN(Cc2c(cccc2)C)C)ccc1. The result is 0 (inactive). (7) The compound is Fc1ccc(NC(=O)CCNC(=O)c2ccc([N+]([O-])=O)cc2)cc1. The result is 0 (inactive).